From a dataset of Forward reaction prediction with 1.9M reactions from USPTO patents (1976-2016). Predict the product of the given reaction. (1) Given the reactants [NH2:1][N:2]1[N:11]=[C:10]([N:12]2[CH2:17][CH2:16][O:15][CH2:14][CH2:13]2)[C:9]2[C:4](=[CH:5][CH:6]=[CH:7][CH:8]=2)[C:3]1=[O:18].[F:19][C:20]1[CH:21]=[C:22]([CH2:27][C:28](O)=[O:29])[CH:23]=[C:24]([F:26])[CH:25]=1, predict the reaction product. The product is: [F:19][C:20]1[CH:21]=[C:22]([CH2:27][C:28]([NH:1][N:2]2[N:11]=[C:10]([N:12]3[CH2:17][CH2:16][O:15][CH2:14][CH2:13]3)[C:9]3[C:4](=[CH:5][CH:6]=[CH:7][CH:8]=3)[C:3]2=[O:18])=[O:29])[CH:23]=[C:24]([F:26])[CH:25]=1. (2) Given the reactants Cl[C:2]1[CH:11]=[CH:10][C:9]2[C:4](=[CH:5][CH:6]=[C:7]([S:12]([C:15]([CH3:18])([CH3:17])[CH3:16])(=[O:14])=[O:13])[CH:8]=2)[N:3]=1.[CH3:19][C:20]1[C:21]([NH2:26])=[N:22][NH:23][C:24]=1[CH3:25].Cl.CC[NH+](CC)CC.CC[NH+](CC)CC.C([O-])([O-])=O, predict the reaction product. The product is: [CH3:16][C:15]([S:12]([C:7]1[CH:8]=[C:9]2[C:4](=[CH:5][CH:6]=1)[N:3]=[CH:2][CH:11]=[C:10]2[NH:26][C:21]1[C:20]([CH3:19])=[C:24]([CH3:25])[NH:23][N:22]=1)(=[O:14])=[O:13])([CH3:18])[CH3:17]. (3) Given the reactants [CH3:1][C:2]1([S:13]([C:16]2[CH:21]=[CH:20][CH:19]=[C:18]([C:22]([F:25])([F:24])[F:23])[CH:17]=2)(=[O:15])=[O:14])[CH2:7][CH2:6][O:5][CH:4]([C:8](OCC)=[O:9])[CH2:3]1.O.[NH2:27][NH2:28], predict the reaction product. The product is: [CH3:1][C:2]1([S:13]([C:16]2[CH:21]=[CH:20][CH:19]=[C:18]([C:22]([F:25])([F:24])[F:23])[CH:17]=2)(=[O:15])=[O:14])[CH2:7][CH2:6][O:5][CH:4]([C:8]([NH:27][NH2:28])=[O:9])[CH2:3]1.